From a dataset of Forward reaction prediction with 1.9M reactions from USPTO patents (1976-2016). Predict the product of the given reaction. (1) Given the reactants C(S)CS([O-])(=O)=O.[Na+].[P:9]([O:17][CH2:18][C@H:19]1[O:23][C@@H:22]([N:24]2[C:33]3[N:32]=[CH:31][N:30]=[C:28]([NH2:29])[C:27]=3[N:26]=[CH:25]2)[C@H:21]([OH:34])[C@@H:20]1[OH:35])([O:12]P(O)(O)=O)(=[O:11])[OH:10].C(N(CC(O)=O)CC(O)=O)CN(CC(O)=O)CC(O)=O.C1S/C(=C2/N=C3C(S/2)=CC(=O)C=C3)/N[C@H]1C(O)=O, predict the reaction product. The product is: [CH:31]1[N:30]=[C:28]([NH2:29])[C:27]2[N:26]=[CH:25][N:24]([C@@H:22]3[O:23][C@H:19]([CH2:18][O:17][P:9]([OH:12])([OH:11])=[O:10])[C@@H:20]([OH:35])[C@H:21]3[OH:34])[C:33]=2[N:32]=1. (2) The product is: [CH2:1]([O:3][C:4]1[CH:5]=[C:6]([C:12]([C:14]2[CH:23]=[CH:22][C:17]3[N:18]([CH3:21])[N:19]=[N:20][C:16]=3[CH:15]=2)=[O:13])[CH:7]=[CH:8][C:9]=1[O:10][CH3:11])[CH3:2]. Given the reactants [CH2:1]([O:3][C:4]1[CH:5]=[C:6]([CH:12]([C:14]2[CH:23]=[CH:22][C:17]3[N:18]([CH3:21])[N:19]=[N:20][C:16]=3[CH:15]=2)[OH:13])[CH:7]=[CH:8][C:9]=1[O:10][CH3:11])[CH3:2], predict the reaction product.